Dataset: Forward reaction prediction with 1.9M reactions from USPTO patents (1976-2016). Task: Predict the product of the given reaction. (1) Given the reactants [Cl:1][C:2]1[N:3]=[C:4]([Cl:11])[C:5]2[CH:10]=[CH:9][NH:8][C:6]=2[N:7]=1.[C:12]1([CH3:22])[CH:17]=[CH:16][C:15]([S:18](Cl)(=[O:20])=[O:19])=[CH:14][CH:13]=1.C(N(CC)CC)C.O, predict the reaction product. The product is: [Cl:1][C:2]1[N:3]=[C:4]([Cl:11])[C:5]2[CH:10]=[CH:9][N:8]([S:18]([C:15]3[CH:16]=[CH:17][C:12]([CH3:22])=[CH:13][CH:14]=3)(=[O:20])=[O:19])[C:6]=2[N:7]=1. (2) The product is: [F:14][C:8]1[CH:7]=[C:6]([N:5]2[CH2:4][C:3]3[C:2](=[CH:18][CH:17]=[CH:16][CH:15]=3)[NH:1][C:19]2=[O:20])[CH:11]=[CH:10][C:9]=1[O:12][CH3:13]. Given the reactants [NH2:1][C:2]1[CH:18]=[CH:17][CH:16]=[CH:15][C:3]=1[CH2:4][NH:5][C:6]1[CH:11]=[CH:10][C:9]([O:12][CH3:13])=[C:8]([F:14])[CH:7]=1.[C:19](Cl)(Cl)=[O:20].CCO, predict the reaction product.